This data is from Catalyst prediction with 721,799 reactions and 888 catalyst types from USPTO. The task is: Predict which catalyst facilitates the given reaction. Reactant: N1C=CC=CC=1.[F:7][C:8]([F:21])([F:20])[S:9]([O:12]S(C(F)(F)F)(=O)=O)(=[O:11])=[O:10].O[C:23]1[CH:32]=[CH:31][C:30]([CH3:33])=[C:29]2[C:24]=1[CH2:25][CH2:26][C:27](=[O:34])[NH:28]2. Product: [CH3:33][C:30]1[CH:31]=[CH:32][C:23]([O:12][S:9]([C:8]([F:21])([F:20])[F:7])(=[O:11])=[O:10])=[C:24]2[C:29]=1[NH:28][C:27](=[O:34])[CH2:26][CH2:25]2. The catalyst class is: 4.